This data is from Full USPTO retrosynthesis dataset with 1.9M reactions from patents (1976-2016). The task is: Predict the reactants needed to synthesize the given product. (1) Given the product [NH2:1][C:2]1[CH:7]=[CH:6][CH:5]=[CH:4][C:3]=1[NH:8][C:9]([CH2:11][CH2:12][CH2:13][CH2:14][CH2:15][NH:16][C:17](=[O:26])[C:18]1[CH:23]=[CH:22][C:21]([C:32]2[CH:31]=[CH:30][C:29]([O:28][CH3:27])=[CH:34][C:33]=2[O:35][CH3:36])=[C:20]([CH3:25])[CH:19]=1)=[O:10], predict the reactants needed to synthesize it. The reactants are: [NH2:1][C:2]1[CH:7]=[CH:6][CH:5]=[CH:4][C:3]=1[NH:8][C:9]([CH2:11][CH2:12][CH2:13][CH2:14][CH2:15][NH:16][C:17](=[O:26])[C:18]1[CH:23]=[CH:22][C:21](Br)=[C:20]([CH3:25])[CH:19]=1)=[O:10].[CH3:27][O:28][C:29]1[CH:34]=[C:33]([O:35][CH3:36])[CH:32]=[CH:31][C:30]=1B(O)O. (2) Given the product [Cl:22][C:19]1[CH:20]=[CH:21][C:16]([S:13]([NH:12][C:11]2[C:6]([CH:4]3[C:3]4[C:2](=[CH:31][CH:30]=[CH:29][C:28]=4[Cl:32])[NH:1][C:38](=[O:39])[NH:37]3)=[N:7][CH:8]=[C:9]([Cl:27])[CH:10]=2)(=[O:14])=[O:15])=[CH:17][C:18]=1[C:23]([F:26])([F:25])[F:24], predict the reactants needed to synthesize it. The reactants are: [NH2:1][C:2]1[CH:31]=[CH:30][CH:29]=[C:28]([Cl:32])[C:3]=1[C:4]([C:6]1[C:11]([NH:12][S:13]([C:16]2[CH:21]=[CH:20][C:19]([Cl:22])=[C:18]([C:23]([F:26])([F:25])[F:24])[CH:17]=2)(=[O:15])=[O:14])=[CH:10][C:9]([Cl:27])=[CH:8][N:7]=1)=O.[Si]([N:37]=[C:38]=[O:39])(C)(C)C.[OH-].[Na+]. (3) The reactants are: [CH2:1]([Br:4])[CH:2]=[CH2:3].[F:5][C:6]1[CH:11]=[C:10]([N:12]2[CH:16]=[N:15][C:14]([CH3:17])=[N:13]2)[C:9]([O:18][CH3:19])=[CH:8][C:7]=1[NH:20][C:21]([NH2:23])=[S:22]. Given the product [BrH:4].[F:5][C:6]1[CH:11]=[C:10]([N:12]2[CH:16]=[N:15][C:14]([CH3:17])=[N:13]2)[C:9]([O:18][CH3:19])=[CH:8][C:7]=1[NH:20][C:21]([S:22][CH2:3][CH:2]=[CH2:1])=[NH:23], predict the reactants needed to synthesize it. (4) Given the product [C:1]([C:4]1[S:5][C:6]([C:9]#[N:10])=[CH:7][N:8]=1)(=[O:3])[CH3:2], predict the reactants needed to synthesize it. The reactants are: [C:1]([C:4]1[S:5][C:6]([CH:9]=[N:10]O)=[CH:7][N:8]=1)(=[O:3])[CH3:2]. (5) The reactants are: [CH3:1][O:2][C:3]([C@H:5]1[CH2:10][CH2:9][C@H:8]([CH2:11][NH:12][C:13]2[CH:18]=[C:17]([O:19][CH:20]3[CH2:25][CH2:24][CH2:23][CH2:22][O:21]3)[CH:16]=[CH:15][C:14]=2[N+:26]([O-])=O)[CH2:7][CH2:6]1)=[O:4].O.NN. Given the product [CH3:1][O:2][C:3]([C@H:5]1[CH2:6][CH2:7][C@H:8]([CH2:11][NH:12][C:13]2[CH:18]=[C:17]([O:19][CH:20]3[CH2:25][CH2:24][CH2:23][CH2:22][O:21]3)[CH:16]=[CH:15][C:14]=2[NH2:26])[CH2:9][CH2:10]1)=[O:4], predict the reactants needed to synthesize it. (6) Given the product [NH2:17][C:14]1[N:13]=[C:12]([O:25][CH3:26])[C:11]([CH2:9][C:6]2[CH:5]=[CH:4][C:3]([CH2:1][CH3:2])=[CH:8][CH:7]=2)=[CH:16][CH:15]=1, predict the reactants needed to synthesize it. The reactants are: [CH2:1]([C:3]1[CH:8]=[CH:7][C:6]([C:9]([C:11]2[C:12]([O:25][CH3:26])=[N:13][C:14]([NH:17]CC3C=CC=CC=3)=[CH:15][CH:16]=2)=O)=[CH:5][CH:4]=1)[CH3:2]. (7) Given the product [CH3:1][S:2][C:3]1[S:7][C:6]2=[N:8][C:9]([C:11]3[O:12][C:13]4[C:14](=[C:16]([C:20]([OH:22])=[O:21])[CH:17]=[CH:18][CH:19]=4)[CH:15]=3)=[CH:10][N:5]2[N:4]=1, predict the reactants needed to synthesize it. The reactants are: [CH3:1][S:2][C:3]1[S:7][C:6]2=[N:8][C:9]([C:11]3[O:12][C:13]4[C:14](=[C:16]([C:20]([O:22]C)=[O:21])[CH:17]=[CH:18][CH:19]=4)[CH:15]=3)=[CH:10][N:5]2[N:4]=1.Br. (8) Given the product [F:23][C:24]1[CH:29]=[CH:28][CH:27]=[CH:26][C:25]=1[C:2]1[C:11]2[C:6](=[C:7]([O:14][CH3:15])[C:8]([O:12][CH3:13])=[CH:9][CH:10]=2)[CH:5]=[C:4]([NH:16][C:17]2[CH:21]=[C:20]([CH3:22])[NH:19][N:18]=2)[N:3]=1, predict the reactants needed to synthesize it. The reactants are: Cl[C:2]1[C:11]2[C:6](=[C:7]([O:14][CH3:15])[C:8]([O:12][CH3:13])=[CH:9][CH:10]=2)[CH:5]=[C:4]([NH:16][C:17]2[CH:21]=[C:20]([CH3:22])[NH:19][N:18]=2)[N:3]=1.[F:23][C:24]1[CH:29]=[CH:28][CH:27]=[CH:26][C:25]=1B(O)O.